This data is from Full USPTO retrosynthesis dataset with 1.9M reactions from patents (1976-2016). The task is: Predict the reactants needed to synthesize the given product. (1) Given the product [CH2:12]([O:5][C:4](=[O:6])[C:3]1[CH:7]=[CH:8][C:9]([CH3:11])=[N:10][C:2]=1[Cl:1])[C:13]1[CH:18]=[CH:17][CH:16]=[CH:15][CH:14]=1, predict the reactants needed to synthesize it. The reactants are: [Cl:1][C:2]1[N:10]=[C:9]([CH3:11])[CH:8]=[CH:7][C:3]=1[C:4]([OH:6])=[O:5].[CH2:12](O)[C:13]1[CH:18]=[CH:17][CH:16]=[CH:15][CH:14]=1.C(N=C=NCCCN(C)C)C. (2) Given the product [Br:1][C:2]1[CH:3]=[CH:4][C:5]([CH:8]([OH:12])[C:9]([O:11][CH3:13])=[O:10])=[CH:6][CH:7]=1, predict the reactants needed to synthesize it. The reactants are: [Br:1][C:2]1[CH:7]=[CH:6][C:5]([CH:8]([OH:12])[C:9]([OH:11])=[O:10])=[CH:4][CH:3]=1.[CH3:13]OC(OC)(C)C.CC1C=CC(S(O)(=O)=O)=CC=1. (3) Given the product [BrH:29].[F:28][C:25]1[CH:24]=[CH:23][C:22]([S:19]([C:12]2[CH:11]=[CH:10][C:9]([OH:8])=[C:18]3[C:13]=2[CH:14]=[CH:15][CH:16]=[N:17]3)(=[O:21])=[O:20])=[CH:27][CH:26]=1.[BrH:29], predict the reactants needed to synthesize it. The reactants are: C([O:8][C:9]1[CH:10]=[CH:11][C:12]([S:19]([C:22]2[CH:27]=[CH:26][C:25]([F:28])=[CH:24][CH:23]=2)(=[O:21])=[O:20])=[C:13]2[C:18]=1[N:17]=[CH:16][CH:15]=[CH:14]2)C1C=CC=CC=1.[BrH:29]. (4) Given the product [C:9]1([C:28]2[CH:29]=[CH:30][CH:31]=[CH:32][CH:33]=2)[CH:10]=[CH:11][C:12]([CH2:15][C@H:16]([NH:20][C:21](=[O:22])[O:23][C:24]([CH3:25])([CH3:26])[CH3:27])[C:17]([N:7]([CH2:6][C:2]2[O:1][CH:5]=[CH:4][CH:3]=2)[CH3:8])=[O:18])=[CH:13][CH:14]=1, predict the reactants needed to synthesize it. The reactants are: [O:1]1[CH:5]=[CH:4][CH:3]=[C:2]1[CH2:6][NH:7][CH3:8].[C:9]1([C:28]2[CH:33]=[CH:32][CH:31]=[CH:30][CH:29]=2)[CH:14]=[CH:13][C:12]([CH2:15][C@H:16]([NH:20][C:21]([O:23][C:24]([CH3:27])([CH3:26])[CH3:25])=[O:22])[C:17](O)=[O:18])=[CH:11][CH:10]=1.CN(C=O)C.CN(C(ON1N=NC2C=CC=NC1=2)=[N+](C)C)C.F[P-](F)(F)(F)(F)F. (5) Given the product [CH:31]([OH:33])=[O:32].[Cl:1][C:2]1[CH:3]=[C:4]2[C:9](=[CH:10][CH:11]=1)[CH:8]=[C:7]([S:12]([NH:15][C@H:16]1[CH2:20][CH2:19][N:18]([C:21]3[CH:22]=[C:23]4[C:28](=[CH:29][CH:30]=3)[CH2:27][NH:26][CH:25]([CH3:38])[CH2:24]4)[C:17]1=[O:39])(=[O:14])=[O:13])[CH:6]=[CH:5]2, predict the reactants needed to synthesize it. The reactants are: [Cl:1][C:2]1[CH:3]=[C:4]2[C:9](=[CH:10][CH:11]=1)[CH:8]=[C:7]([S:12]([NH:15][C@H:16]1[CH2:20][CH2:19][N:18]([C:21]3[CH:22]=[C:23]4[C:28](=[CH:29][CH:30]=3)[CH2:27][N:26]([C:31]([O:33]C(C)(C)C)=[O:32])[CH:25]([CH3:38])[CH2:24]4)[C:17]1=[O:39])(=[O:14])=[O:13])[CH:6]=[CH:5]2.CO.